This data is from Full USPTO retrosynthesis dataset with 1.9M reactions from patents (1976-2016). The task is: Predict the reactants needed to synthesize the given product. (1) Given the product [CH3:34][N:33]([S:30]([N:7]([C@@H:5]([CH3:6])[C:4]([OH:36])=[O:3])[CH2:8][C:9]1[CH:14]=[CH:13][CH:12]=[C:11]([O:15][CH2:16][C:17]2[N:18]=[C:19]([C:23]3[CH:24]=[CH:25][C:26]([CH3:29])=[CH:27][CH:28]=3)[O:20][C:21]=2[CH3:22])[CH:10]=1)(=[O:31])=[O:32])[CH3:35], predict the reactants needed to synthesize it. The reactants are: C([O:3][C:4](=[O:36])[C@@H:5]([N:7]([S:30]([N:33]([CH3:35])[CH3:34])(=[O:32])=[O:31])[CH2:8][C:9]1[CH:14]=[CH:13][CH:12]=[C:11]([O:15][CH2:16][C:17]2[N:18]=[C:19]([C:23]3[CH:28]=[CH:27][C:26]([CH3:29])=[CH:25][CH:24]=3)[O:20][C:21]=2[CH3:22])[CH:10]=1)[CH3:6])C.O.[OH-].[Li+]. (2) Given the product [N:3]1([CH2:37][C:33]2[CH:32]=[C:31]([C@@H:13]3[O:14][C@H:15]([CH2:26][OH:27])[C@@H:16]([OH:22])[C@H:17]([OH:18])[C@H:12]3[OH:11])[CH:36]=[CH:35][CH:34]=2)[CH:7]=[CH:6][CH:5]=[CH:4]1, predict the reactants needed to synthesize it. The reactants are: [H-].[Na+].[NH:3]1[CH:7]=[CH:6][CH:5]=[CH:4]1.C([O:11][C@@H:12]1[C@@H:17]([O:18]C(=O)C)[C@H:16]([O:22]C(=O)C)[C@@H:15]([CH2:26][O:27]C(=O)C)[O:14][C@H:13]1[C:31]1[CH:36]=[CH:35][CH:34]=[C:33]([CH2:37]Br)[CH:32]=1)(=O)C.C[O-].[Na+]. (3) Given the product [F:1][C:2]1[CH:3]=[CH:4][C:5]([CH2:6][NH:7][C:8]([C:10]2[S:18][C:17]3[N:12]([C:13](=[O:21])[N:14]([CH2:31][C:32]4[CH:41]=[CH:40][C:39]5[C:34](=[CH:35][CH:36]=[C:37]([F:42])[CH:38]=5)[N:33]=4)[C:15](=[O:20])[C:16]=3[CH3:19])[CH:11]=2)=[O:9])=[CH:22][CH:23]=1, predict the reactants needed to synthesize it. The reactants are: [F:1][C:2]1[CH:23]=[CH:22][C:5]([CH2:6][NH:7][C:8]([C:10]2[S:18][C:17]3[N:12]([C:13](=[O:21])[NH:14][C:15](=[O:20])[C:16]=3[CH3:19])[CH:11]=2)=[O:9])=[CH:4][CH:3]=1.C(=O)([O-])[O-].[Cs+].[Cs+].Cl[CH2:31][C:32]1[CH:41]=[CH:40][C:39]2[C:34](=[CH:35][CH:36]=[C:37]([F:42])[CH:38]=2)[N:33]=1. (4) Given the product [CH2:1]([N:8]1[C:16]2[C:11](=[N:12][C:13]([N:27]([C:36]([O:38][C:39]([CH3:42])([CH3:41])[CH3:40])=[O:37])[NH:28][C:29]([O:31][C:32]([CH3:33])([CH3:34])[CH3:35])=[O:30])=[CH:14][CH:15]=2)[CH:10]=[C:9]1[CH2:18][O:19][Si:20]([C:23]([CH3:26])([CH3:25])[CH3:24])([CH3:22])[CH3:21])[C:2]1[CH:7]=[CH:6][CH:5]=[CH:4][CH:3]=1, predict the reactants needed to synthesize it. The reactants are: [CH2:1]([N:8]1[C:16]2[C:11](=[N:12][C:13](Cl)=[CH:14][CH:15]=2)[CH:10]=[C:9]1[CH2:18][O:19][Si:20]([C:23]([CH3:26])([CH3:25])[CH3:24])([CH3:22])[CH3:21])[C:2]1[CH:7]=[CH:6][CH:5]=[CH:4][CH:3]=1.[NH:27]([C:36]([O:38][C:39]([CH3:42])([CH3:41])[CH3:40])=[O:37])[NH:28][C:29]([O:31][C:32]([CH3:35])([CH3:34])[CH3:33])=[O:30].C([O-])([O-])=O.[Cs+].[Cs+]. (5) Given the product [N:60]1([C:57]2[CH:56]=[CH:55][C:54]([NH:53][C:6]([N:8]3[CH2:9][CH2:10][CH:11]([C:14]4[C:23]5[C:18](=[CH:19][C:20]([O:24][CH2:25][CH2:26][CH2:27][NH:28][S:29]([CH3:32])(=[O:31])=[O:30])=[CH:21][CH:22]=5)[N:17]=[CH:16][N:15]=4)[CH2:12][CH2:13]3)=[O:7])=[CH:59][CH:58]=2)[CH2:61][CH2:62][O:63][CH2:64][CH2:65]1, predict the reactants needed to synthesize it. The reactants are: C(O[C:6]([N:8]1[CH2:13][CH2:12][CH:11]([C:14]2[C:23]3[C:18](=[CH:19][C:20]([O:24][CH2:25][CH2:26][CH2:27][NH:28][S:29]([CH3:32])(=[O:31])=[O:30])=[CH:21][CH:22]=3)[N:17]=[CH:16][N:15]=2)[CH2:10][CH2:9]1)=[O:7])(C)(C)C.C(O)(C(F)(F)F)=O.[Al].Cl.[N+](C1C=CC(OC(=O)[NH:53][C:54]2[CH:59]=[CH:58][C:57]([N:60]3[CH2:65][CH2:64][O:63][CH2:62][CH2:61]3)=[CH:56][CH:55]=2)=CC=1)([O-])=O.